This data is from Retrosynthesis with 50K atom-mapped reactions and 10 reaction types from USPTO. The task is: Predict the reactants needed to synthesize the given product. (1) Given the product O=[N+]([O-])c1ccc(Oc2ccc(CCCn3ccnc3)cc2)c(Cl)c1, predict the reactants needed to synthesize it. The reactants are: O=[N+]([O-])c1ccc(F)c(Cl)c1.Oc1ccc(CCCn2ccnc2)cc1. (2) The reactants are: CC1(C)OB(c2cnn(CCN3CCOCC3)c2)OC1(C)C.Clc1ncnc2cc(Br)sc12. Given the product Clc1ncnc2cc(-c3cnn(CCN4CCOCC4)c3)sc12, predict the reactants needed to synthesize it.